The task is: Predict the product of the given reaction.. This data is from Forward reaction prediction with 1.9M reactions from USPTO patents (1976-2016). (1) Given the reactants Br[CH2:2][CH2:3][O:4][C:5]1[CH:10]=[CH:9][C:8]([Cl:11])=[CH:7][C:6]=1[Cl:12].[OH:13][C:14]1[CH:15]=[C:16]([CH2:22][CH:23]([CH2:29][CH3:30])[C:24]([O:26]CC)=[O:25])[CH:17]=[CH:18][C:19]=1OC, predict the reaction product. The product is: [Cl:12][C:6]1[CH:7]=[C:8]([Cl:11])[CH:9]=[CH:10][C:5]=1[O:4][CH2:3][CH2:2][O:13][C:14]1[CH:15]=[C:16]([CH2:22][CH:23]([CH2:29][CH3:30])[C:24]([OH:26])=[O:25])[CH:17]=[CH:18][CH:19]=1. (2) Given the reactants [Si]([O:8][C:9]1[CH:10]=[CH:11][C:12]([CH2:15][C:16]([O:18][CH3:19])=[O:17])=[N:13][CH:14]=1)(C(C)(C)C)(C)C.C([O-])([O-])=O.[Cs+].[Cs+].Br[CH2:27][CH2:28][O:29][CH3:30], predict the reaction product. The product is: [CH3:30][O:29][CH2:28][CH2:27][O:8][C:9]1[CH:10]=[CH:11][C:12]([CH2:15][C:16]([O:18][CH3:19])=[O:17])=[N:13][CH:14]=1.